The task is: Binary Classification. Given a drug SMILES string, predict its activity (active/inactive) in a high-throughput screening assay against a specified biological target.. This data is from Cav3 T-type calcium channel HTS with 100,875 compounds. (1) The drug is s1n(CC(=O)N2CC(N(CC2)c2cc(ccc2)C)C)c(=O)c2c1nc(cc2C)C. The result is 0 (inactive). (2) The compound is Clc1cc(C(=O)N(C2CS(=O)(=O)CC2)Cc2sccc2)ccc1. The result is 0 (inactive). (3) The compound is S(CC1OC2(OC1)CCCCC2)c1[nH]c(cc(=O)n1)C. The result is 0 (inactive). (4) The molecule is Fc1ccc(NC(=O)CCC(O)=O)cc1. The result is 0 (inactive). (5) The compound is Clc1c(C(/N2CCOCC2)=N\S(=O)(=O)c2ccccc2)cccc1. The result is 0 (inactive). (6) The result is 0 (inactive). The drug is O=C(N1CCN(C2CCCCC2)CC1)c1n(c2c(c1)c(=O)n(c1c2cccc1)C)C.